From a dataset of Aqueous solubility values for 9,982 compounds from the AqSolDB database. Regression/Classification. Given a drug SMILES string, predict its absorption, distribution, metabolism, or excretion properties. Task type varies by dataset: regression for continuous measurements (e.g., permeability, clearance, half-life) or binary classification for categorical outcomes (e.g., BBB penetration, CYP inhibition). For this dataset (solubility_aqsoldb), we predict Y. (1) The compound is COc1ccc(NC(=O)C2CC2)cn1. The Y is -2.14 log mol/L. (2) The molecule is NC(=S)Nc1ccccc1. The Y is -1.79 log mol/L. (3) The molecule is Oc1ccc2cc(O)ccc2c1. The Y is -2.21 log mol/L. (4) The drug is CC(=O)[O-].CCN(CC[N+](C)(C)CC(C)O)c1ccc(N=Nc2ccc([N+](=O)[O-])cc2Cl)cc1. The Y is -0.573 log mol/L. (5) The drug is C/C=C(\C)C(=O)O[C@H]1C[C@@H](OC(C)=O)[C@@]2(C(=O)OC)CO[C@H]3[C@@H](O)[C@@](C)([C@]45O[C@@]4(C)[C@H]4C[C@@H]5O[C@@H]5OC=C[C@@]54O)[C@@H]4[C@@](O)(C(=O)OC)OC[C@@]14[C@@H]32. The Y is -3.44 log mol/L. (6) The molecule is CC(C)CC1CC(C)(O)CCO1. The Y is 2.14 log mol/L. (7) The compound is CC/C=C\CCO. The Y is -0.786 log mol/L. (8) The compound is CCN(C(C)C)C(C)C. The Y is -1.24 log mol/L. (9) The molecule is CCCOC(=O)C1CCCCC1C(=O)OCCC. The Y is -3.26 log mol/L.